Predict the reactants needed to synthesize the given product. From a dataset of Full USPTO retrosynthesis dataset with 1.9M reactions from patents (1976-2016). (1) Given the product [CH3:18][C:19]1[CH:24]=[CH:23][N:22]=[C:21]([C:7]2[CH:12]=[CH:11][CH:10]=[CH:9][CH:8]=2)[CH:20]=1, predict the reactants needed to synthesize it. The reactants are: CCOCC.Br[C:7]1[CH:12]=[CH:11][CH:10]=[CH:9][CH:8]=1.[Li]CCCC.[CH3:18][C:19]1[CH:24]=[CH:23][N:22]=[CH:21][CH:20]=1. (2) Given the product [CH3:33][N:32]([CH2:31][C:30]([F:35])([F:34])[F:29])[C:25]([C:10]1[CH:9]=[C:8]([C:5]2[CH:4]=[CH:3][C:2]([CH3:1])=[CH:7][CH:6]=2)[CH:13]=[C:12]([C:14]([NH:15][CH2:16][C:17]2[CH:18]=[N:19][C:20]([CH3:23])=[CH:21][CH:22]=2)=[O:24])[CH:11]=1)=[O:26], predict the reactants needed to synthesize it. The reactants are: [CH3:1][C:2]1[CH:7]=[CH:6][C:5]([C:8]2[CH:13]=[C:12]([C:14](=[O:24])[NH:15][CH2:16][C:17]3[CH:18]=[N:19][C:20]([CH3:23])=[CH:21][CH:22]=3)[CH:11]=[C:10]([C:25](O)=[O:26])[CH:9]=2)=[CH:4][CH:3]=1.Cl.[F:29][C:30]([F:35])([F:34])[CH2:31][NH:32][CH3:33].F[P-](F)(F)(F)(F)F.C[N+](C)=C(N(C)C)ON1C2N=CC=CC=2N=N1.C(N(CC)C(C)C)(C)C. (3) Given the product [F:27][C:26]([F:29])([F:28])[S:23]([O:10][CH2:9][C:8]([C:5]1[CH:4]=[CH:3][C:2]([Cl:1])=[CH:7][CH:6]=1)([F:11])[F:12])(=[O:24])=[O:22], predict the reactants needed to synthesize it. The reactants are: [Cl:1][C:2]1[CH:7]=[CH:6][C:5]([C:8]([F:12])([F:11])[CH2:9][OH:10])=[CH:4][CH:3]=1.CCN(C(C)C)C(C)C.[O:22](S(C(F)(F)F)(=O)=O)[S:23]([C:26]([F:29])([F:28])[F:27])(=O)=[O:24]. (4) The reactants are: C(OC([NH:8][CH2:9][C@H:10]1[CH2:15][CH2:14][C@H:13]([CH2:16][C:17]([NH:19][C@H:20]([B:37]2[O:45][CH:44]3[C:39]([CH3:49])([CH:40]4[CH2:46][CH:42]([CH2:43]3)[C:41]4([CH3:48])[CH3:47])[O:38]2)[CH2:21][C:22]2[C:23]([O:35][CH3:36])=[C:24]([CH:32]=[CH:33][CH:34]=2)[C:25]([O:27]C(C)(C)C)=[O:26])=[O:18])[CH2:12][CH2:11]1)=O)(C)(C)C.Cl. Given the product [NH2:8][CH2:9][C@H:10]1[CH2:15][CH2:14][C@H:13]([CH2:16][C:17]([NH:19][C@H:20]([B:37]2[O:45][CH:44]3[C:39]([CH3:49])([CH:40]4[CH2:46][CH:42]([CH2:43]3)[C:41]4([CH3:48])[CH3:47])[O:38]2)[CH2:21][C:22]2[C:23]([O:35][CH3:36])=[C:24]([CH:32]=[CH:33][CH:34]=2)[C:25]([OH:27])=[O:26])=[O:18])[CH2:12][CH2:11]1, predict the reactants needed to synthesize it. (5) Given the product [O:1]1[C:10]2[C:5](=[N:6][CH:7]=[CH:8][CH:9]=2)[CH:4]([NH:23][CH2:22][C:21]([O:20][CH2:13][C:14]2[CH:19]=[CH:18][CH:17]=[CH:16][CH:15]=2)=[O:24])[CH2:3][CH2:2]1, predict the reactants needed to synthesize it. The reactants are: [O:1]1[C:10]2[C:5](=[N:6][CH:7]=[CH:8][CH:9]=2)[C:4](=O)[CH2:3][CH2:2]1.Cl.[CH2:13]([O:20][C:21](=[O:24])[CH2:22][NH2:23])[C:14]1[CH:19]=[CH:18][CH:17]=[CH:16][CH:15]=1.C(O)(=O)C.C(O[BH-](OC(=O)C)OC(=O)C)(=O)C.[Na+]. (6) Given the product [CH2:12]([CH:7]1[CH2:6][CH2:5][C:4]2[N:3]=[C:2]([C:28]3[CH2:29][CH2:30][C:26](=[O:25])[CH:27]=3)[CH:11]=[CH:10][C:9]=2[CH2:8]1)[CH2:13][CH2:14][CH2:15][CH2:16][CH3:17], predict the reactants needed to synthesize it. The reactants are: Br[C:2]1[CH:11]=[CH:10][C:9]2[CH2:8][CH:7]([CH2:12][CH2:13][CH2:14][CH2:15][CH2:16][CH3:17])[CH2:6][CH2:5][C:4]=2[N:3]=1.[Li]CCCC.C([O:25][C:26]1[CH2:30][CH2:29][C:28](=O)[CH:27]=1)C.[Cl-].[La+3].[Cl-].[Cl-]. (7) Given the product [CH3:15][O:16][P:17]([CH2:21][C:3]([C:5]1[CH:6]=[N:7][N:8]([CH3:14])[C:9]=1[C:10]([F:11])([F:12])[F:13])=[O:4])(=[O:20])[O:18][CH3:19], predict the reactants needed to synthesize it. The reactants are: CO[C:3]([C:5]1[CH:6]=[N:7][N:8]([CH3:14])[C:9]=1[C:10]([F:13])([F:12])[F:11])=[O:4].[CH3:15][O:16][P:17]([CH3:21])(=[O:20])[O:18][CH3:19].